This data is from Peptide-MHC class II binding affinity with 134,281 pairs from IEDB. The task is: Regression. Given a peptide amino acid sequence and an MHC pseudo amino acid sequence, predict their binding affinity value. This is MHC class II binding data. The peptide sequence is HFSNVFRSVMAPFTM. The MHC is HLA-DPA10201-DPB10501 with pseudo-sequence HLA-DPA10201-DPB10501. The binding affinity (normalized) is 0.580.